This data is from Catalyst prediction with 721,799 reactions and 888 catalyst types from USPTO. The task is: Predict which catalyst facilitates the given reaction. (1) Reactant: [Cl-].[Cl:2][C:3]1[CH:28]=[CH:27][CH:26]=[CH:25][C:4]=1[CH2:5][P+](C1C=CC=CC=1)(C1C=CC=CC=1)C1C=CC=CC=1.C([N-]C(C)C)(C)C.[Li+].[CH2:37]([O:39][C:40]([C:42]1[N:43]([CH2:49][CH2:50][CH2:51][O:52][CH3:53])[C:44]([CH:47]=O)=[CH:45][CH:46]=1)=[O:41])[CH3:38]. Product: [CH2:37]([O:39][C:40]([C:42]1[N:43]([CH2:49][CH2:50][CH2:51][O:52][CH3:53])[C:44]([CH:47]=[CH:5][C:4]2[CH:25]=[CH:26][CH:27]=[CH:28][C:3]=2[Cl:2])=[CH:45][CH:46]=1)=[O:41])[CH3:38]. The catalyst class is: 1. (2) Reactant: [CH2:1]([Zn]CC)C.C(O)(C(F)(F)F)=O.ICI.[CH2:16]=[C:17]1[CH2:22][CH2:21][CH:20]([CH2:23][NH:24][C:25](=[O:34])[O:26][CH2:27][C:28]2[CH:33]=[CH:32][CH:31]=[CH:30][CH:29]=2)[CH2:19][CH2:18]1.[Cl-].[NH4+]. Product: [CH2:1]1[C:17]2([CH2:22][CH2:21][CH:20]([CH2:23][NH:24][C:25](=[O:34])[O:26][CH2:27][C:28]3[CH:29]=[CH:30][CH:31]=[CH:32][CH:33]=3)[CH2:19][CH2:18]2)[CH2:16]1. The catalyst class is: 2. (3) Product: [CH2:1]([NH:8][CH:9]1[CH2:18][C:17]2[CH:16]=[N:15][C:14]3[NH:19][N:20]=[CH:21][C:13]=3[C:12]=2[CH2:11][CH2:10]1)[C:2]1[CH:7]=[CH:6][CH:5]=[CH:4][CH:3]=1.[C:33]([OH:35])([C:32]([F:37])([F:36])[F:31])=[O:34]. The catalyst class is: 11. Reactant: [CH2:1]([NH:8][CH:9]1[CH2:18][C:17]2[CH:16]=[N:15][C:14]3[N:19](CC4C=CC(OC)=CC=4)[N:20]=[CH:21][C:13]=3[C:12]=2[CH2:11][CH2:10]1)[C:2]1[CH:7]=[CH:6][CH:5]=[CH:4][CH:3]=1.[F:31][C:32]([F:37])([F:36])[C:33]([OH:35])=[O:34]. (4) Reactant: Br[CH2:2][CH2:3][C:4]1[CH:11]=[CH:10][C:7]([C:8]#[N:9])=[CH:6][CH:5]=1.Cl.[N:13]1([C:19](=[O:32])[CH2:20][C:21]2[CH:26]=[CH:25][C:24]([N:27]3[CH:31]=[N:30][N:29]=[N:28]3)=[CH:23][CH:22]=2)[CH2:18][CH2:17][NH:16][CH2:15][CH2:14]1.C(=O)([O-])[O-].[K+].[K+].O. Product: [N:27]1([C:24]2[CH:25]=[CH:26][C:21]([CH2:20][C:19]([N:13]3[CH2:14][CH2:15][N:16]([CH2:2][CH2:3][C:4]4[CH:11]=[CH:10][C:7]([C:8]#[N:9])=[CH:6][CH:5]=4)[CH2:17][CH2:18]3)=[O:32])=[CH:22][CH:23]=2)[CH:31]=[N:30][N:29]=[N:28]1. The catalyst class is: 639. (5) The catalyst class is: 455. Product: [Cl:10][C:11]1[CH:16]=[CH:15][C:14]([C:2]2[C:3]([C:8]#[N:9])=[N:4][CH:5]=[CH:6][CH:7]=2)=[C:13]([F:20])[CH:12]=1. Reactant: Cl[C:2]1[C:3]([C:8]#[N:9])=[N:4][CH:5]=[CH:6][CH:7]=1.[Cl:10][C:11]1[CH:16]=[CH:15][C:14](B(O)O)=[C:13]([F:20])[CH:12]=1.[O-]P([O-])([O-])=O.[K+].[K+].[K+].